From a dataset of Peptide-MHC class I binding affinity with 185,985 pairs from IEDB/IMGT. Regression. Given a peptide amino acid sequence and an MHC pseudo amino acid sequence, predict their binding affinity value. This is MHC class I binding data. (1) The peptide sequence is LSCAASGF. The MHC is HLA-A01:01 with pseudo-sequence HLA-A01:01. The binding affinity (normalized) is 0.265. (2) The peptide sequence is AAVVNRSLV. The MHC is H-2-Db with pseudo-sequence H-2-Db. The binding affinity (normalized) is 0.801.